From a dataset of Choline transporter screen with 302,306 compounds. Binary Classification. Given a drug SMILES string, predict its activity (active/inactive) in a high-throughput screening assay against a specified biological target. The compound is Brc1ccc(CSc2sc(NC(=O)Cc3sccc3)nn2)cc1. The result is 0 (inactive).